This data is from Reaction yield outcomes from USPTO patents with 853,638 reactions. The task is: Predict the reaction yield, written as a fraction of the theoretical maximum amount of product (1.0 means a 100% yield; for example, 0.34 means a 34% yield). The reactants are Cl[C:2]1[CH:7]=[N:6][CH:5]=[C:4]([O:8][C:9]2[CH:14]=[CH:13][C:12]([NH:15][C:16](=[O:18])[CH3:17])=[CH:11][CH:10]=2)[N:3]=1.[CH3:19][O:20][C:21]1[CH:22]=[C:23]([CH:25]=[C:26]([O:30][CH3:31])[C:27]=1[O:28][CH3:29])[NH2:24]. The catalyst is CCOC(C)=O. The product is [CH3:31][O:30][C:26]1[CH:25]=[C:23]([NH:24][C:2]2[CH:7]=[N:6][CH:5]=[C:4]([O:8][C:9]3[CH:14]=[CH:13][C:12]([NH:15][C:16](=[O:18])[CH3:17])=[CH:11][CH:10]=3)[N:3]=2)[CH:22]=[C:21]([O:20][CH3:19])[C:27]=1[O:28][CH3:29]. The yield is 0.370.